From a dataset of B-cell epitopes from IEDB database with 3,159 antigens for binding position prediction. Token-level Classification. Given an antigen amino acid sequence, predict which amino acid positions are active epitope sites capable of antibody binding. Output is a list of indices for active positions. (1) Given the antigen sequence: IIPNPQERTLTLVDTGIGMTKADLINNLGTIAKSGTKAFMEALQAGADISMIGQFGVGFYSAYLVAEKVVVITKHNDDEQYAWESSAGGSFTVRADHGEPIGRGTKVILHLKEDQTEYLEERRVKEVVKKHSQFIGYPITLYLEKEREKEISDDEAEEEKGEKEEEDKDDEEKPKIEDVGSDEEDDSGKDKKKKTKKIKEKYIDQEELNKTKPIWTRNPDDITQEEYGEFYKSLTNDWEDHLAVKHFSVEGQLEFRALLFIPRRAPFDLFENKKKKNNIKLYVRRVFIMDSCDELIPEYLNFIRGVVDSEDLPLNISREMLQQSKILKVIRKNIVKKCLELFSELAEDKENYKKFYEAFSKNLKLGIHEDSTNRRRLSELLRYHTSQSGDEMTSLSEYVSRMKETQKSIYYITGESKEQVANSAFVERVRKRGFEVVYMTEPIDEYCVQQLKEFDGKSLVSVTKEGLELPEDEEEKKKMEESKAKFENLCKLMKEILDKK..., which amino acid positions are active epitope sites? The epitope positions are: [72, 73, 74, 75, 76, 77, 78, 79, 80, 81, 82, 83, 84, 85, 86]. The amino acids at these positions are: TKHNDDEQYAWESSA. (2) Given the antigen sequence: MGFLVLLLFSLLGLSSSSSISTHRSILDLDLTKFTTQKQVSSLFQLWKSEHGRVYHNHEEEAKRLEIFKNNSNYIRDMNANRKSPHSHRLGLNKFADITPQEFSKKYLQAPKDVSQQIKMANKKMKKEQYSCDHPPASWDWRKKGVITQVKYQGGCGRGWAFSATGAIEAAHAIATGDLVSLSEQELVDCVEESEGSYNGWQYQSFEWVLEHGGIATDDDYPYRAKEGRCKANKIQDKVTIDGYETLIMSDESTESETEQAFLSAILEQPISVSIDAKDFHLYTGGIYDGENCTSPYGINHFVLLVGYGSADGVDYWIAKNSWGFDWGEDGYIWIQRNTGNLLGVCGMNYFASYPTKEESETLVSARVKGHRRVDHSPL, which amino acid positions are active epitope sites? The epitope positions are: [228, 229, 230, 231, 232, 233, 234, 235, 236, 237]. The amino acids at these positions are: RCKANKIQDK. (3) Given the antigen sequence: MAHHHHHHVDDDDKGDTPSNPLRPIADDTIDHASHTPGSVSSAFILEAMVNVISGPKVLMKQIPIWLPLGVADQKTYSFDSTTAAIMLASYTITHFGKATNPLVRVNRLGPGIPDHPLRLLRIGNQAFLQEFVLPPVQLPQYFTFDLTALKLITQPLPA, which amino acid positions are active epitope sites? The epitope positions are: [75, 76, 77, 78, 79, 80, 81, 82, 83, 84, 85, 86, 87, 88, 89]. The amino acids at these positions are: TYSFDSTTAAIMLAS.